From a dataset of Forward reaction prediction with 1.9M reactions from USPTO patents (1976-2016). Predict the product of the given reaction. (1) Given the reactants [NH:1]=[C:2]1[C:6]2=[N:7][CH:8]=[CH:9][CH:10]=[C:5]2[C:4](=[O:11])[N:3]1[CH2:12][C:13](=O)[C:14]1[CH:19]=[CH:18][CH:17]=[CH:16][CH:15]=1.Cl.[OH-:22].[Na+], predict the reaction product. The product is: [C:14]1([C:13]2[NH:1][C:2]([C:6]3[N:7]=[CH:8][CH:9]=[CH:10][C:5]=3[C:4]([OH:22])=[O:11])=[N:3][CH:12]=2)[CH:19]=[CH:18][CH:17]=[CH:16][CH:15]=1. (2) Given the reactants Cl[C:2]1[N:20]=[C:5]2[C:6]([C:10]3[CH:15]=[CH:14][C:13]([P:16]([CH3:19])([CH3:18])=[O:17])=[CH:12][CH:11]=3)=[CH:7][CH:8]=[CH:9][N:4]2[N:3]=1.[NH2:21][C:22]1[CH:23]=[C:24]([N:28]2[CH2:33][CH2:32][N:31]([CH2:34][CH3:35])[CH2:30][C:29]2=[O:36])[CH:25]=[CH:26][CH:27]=1.C1(P(C2CCCCC2)C2C=CC=CC=2C2C=CC=CC=2P(C2CCCCC2)C2CCCCC2)CCCCC1, predict the reaction product. The product is: [CH3:18][P:16]([CH3:19])([C:13]1[CH:14]=[CH:15][C:10]([C:6]2[C:5]3[N:4]([N:3]=[C:2]([NH:21][C:22]4[CH:23]=[C:24]([N:28]5[CH2:33][CH2:32][N:31]([CH2:34][CH3:35])[CH2:30][C:29]5=[O:36])[CH:25]=[CH:26][CH:27]=4)[N:20]=3)[CH:9]=[CH:8][CH:7]=2)=[CH:11][CH:12]=1)=[O:17].